Dataset: Catalyst prediction with 721,799 reactions and 888 catalyst types from USPTO. Task: Predict which catalyst facilitates the given reaction. (1) Reactant: [Cl:1][C:2]1[CH:3]=[C:4]([NH:8][C:9]2[N:14]=[C:13]([C:15]([F:18])([F:17])[F:16])[C:12]([CH2:19][N:20]3C(=O)C4C(=CC=CC=4)C3=O)=[CH:11][N:10]=2)[CH:5]=[CH:6][CH:7]=1.O.NN. Product: [NH2:20][CH2:19][C:12]1[C:13]([C:15]([F:18])([F:17])[F:16])=[N:14][C:9]([NH:8][C:4]2[CH:5]=[CH:6][CH:7]=[C:2]([Cl:1])[CH:3]=2)=[N:10][CH:11]=1. The catalyst class is: 5. (2) Reactant: [CH2:1]([N:8]1[C@H:12]([C:13]([O:15][C:16]([CH3:19])([CH3:18])[CH3:17])=[O:14])[CH2:11][CH2:10][C:9]1=[C:20]([CH2:31][C:32]([O:34]CC1C=CC=CC=1)=[O:33])C(OCC1C=CC=CC=1)=O)[C:2]1[CH:7]=[CH:6][CH:5]=[CH:4][CH:3]=1.C([O-])=O.[NH4+].C(Cl)Cl. Product: [CH2:1]([N:8]1[C@H:12]([C:13]([O:15][C:16]([CH3:18])([CH3:19])[CH3:17])=[O:14])[CH2:11][CH2:10][C@@H:9]1[CH2:20][CH2:31][C:32]([OH:34])=[O:33])[C:2]1[CH:3]=[CH:4][CH:5]=[CH:6][CH:7]=1. The catalyst class is: 19.